From a dataset of Catalyst prediction with 721,799 reactions and 888 catalyst types from USPTO. Predict which catalyst facilitates the given reaction. (1) Reactant: [NH:1]1[C:9]2[C:4](=[CH:5][C:6]([C:10]([O:12][CH3:13])=[O:11])=[CH:7][CH:8]=2)[CH:3]=[CH:2]1.[H-].[Na+].[CH:16]([Si:19]([CH:24]([CH3:26])[CH3:25])([CH:21]([CH3:23])[CH3:22])Cl)([CH3:18])[CH3:17]. Product: [CH3:13][O:12][C:10]([C:6]1[CH:5]=[C:4]2[C:9](=[CH:8][CH:7]=1)[N:1]([Si:19]([CH:24]([CH3:26])[CH3:25])([CH:21]([CH3:23])[CH3:22])[CH:16]([CH3:18])[CH3:17])[CH:2]=[CH:3]2)=[O:11]. The catalyst class is: 3. (2) Reactant: [CH3:1][C:2]1[CH:8]=[CH:7][CH:6]=[CH:5][C:3]=1[NH2:4].[OH-].[Na+].[C:11](=[S:13])=[S:12].Cl[CH2:15][C:16](=O)[CH3:17]. Product: [CH3:17][C:16]1[N:4]([C:3]2[CH:5]=[CH:6][CH:7]=[CH:8][C:2]=2[CH3:1])[C:11](=[S:13])[S:12][CH:15]=1. The catalyst class is: 58.